The task is: Regression. Given two drug SMILES strings and cell line genomic features, predict the synergy score measuring deviation from expected non-interaction effect.. This data is from NCI-60 drug combinations with 297,098 pairs across 59 cell lines. (1) Drug 2: CC1C(C(CC(O1)OC2CC(OC(C2O)C)OC3=CC4=CC5=C(C(=O)C(C(C5)C(C(=O)C(C(C)O)O)OC)OC6CC(C(C(O6)C)O)OC7CC(C(C(O7)C)O)OC8CC(C(C(O8)C)O)(C)O)C(=C4C(=C3C)O)O)O)O. Drug 1: CCC1(CC2CC(C3=C(CCN(C2)C1)C4=CC=CC=C4N3)(C5=C(C=C6C(=C5)C78CCN9C7C(C=CC9)(C(C(C8N6C=O)(C(=O)OC)O)OC(=O)C)CC)OC)C(=O)OC)O.OS(=O)(=O)O. Synergy scores: CSS=9.22, Synergy_ZIP=0.829, Synergy_Bliss=1.14, Synergy_Loewe=1.61, Synergy_HSA=-0.860. Cell line: NCIH23. (2) Drug 1: CC12CCC(CC1=CCC3C2CCC4(C3CC=C4C5=CN=CC=C5)C)O. Drug 2: CS(=O)(=O)CCNCC1=CC=C(O1)C2=CC3=C(C=C2)N=CN=C3NC4=CC(=C(C=C4)OCC5=CC(=CC=C5)F)Cl. Cell line: RXF 393. Synergy scores: CSS=5.12, Synergy_ZIP=-2.33, Synergy_Bliss=-2.04, Synergy_Loewe=-6.51, Synergy_HSA=-5.33. (3) Drug 1: COC1=C(C=C2C(=C1)N=CN=C2NC3=CC(=C(C=C3)F)Cl)OCCCN4CCOCC4. Drug 2: CC1CCC2CC(C(=CC=CC=CC(CC(C(=O)C(C(C(=CC(C(=O)CC(OC(=O)C3CCCCN3C(=O)C(=O)C1(O2)O)C(C)CC4CCC(C(C4)OC)OCCO)C)C)O)OC)C)C)C)OC. Cell line: HOP-62. Synergy scores: CSS=19.9, Synergy_ZIP=-5.97, Synergy_Bliss=-4.25, Synergy_Loewe=0.136, Synergy_HSA=1.06. (4) Drug 1: CCN(CC)CCCC(C)NC1=C2C=C(C=CC2=NC3=C1C=CC(=C3)Cl)OC. Drug 2: C(CN)CNCCSP(=O)(O)O. Cell line: SW-620. Synergy scores: CSS=22.8, Synergy_ZIP=-0.959, Synergy_Bliss=6.76, Synergy_Loewe=-63.0, Synergy_HSA=5.17. (5) Drug 1: COC1=C(C=C2C(=C1)N=CN=C2NC3=CC(=C(C=C3)F)Cl)OCCCN4CCOCC4. Drug 2: CCC1=CC2CC(C3=C(CN(C2)C1)C4=CC=CC=C4N3)(C5=C(C=C6C(=C5)C78CCN9C7C(C=CC9)(C(C(C8N6C)(C(=O)OC)O)OC(=O)C)CC)OC)C(=O)OC.C(C(C(=O)O)O)(C(=O)O)O. Cell line: TK-10. Synergy scores: CSS=37.9, Synergy_ZIP=7.19, Synergy_Bliss=6.44, Synergy_Loewe=10.4, Synergy_HSA=12.1. (6) Drug 1: C1CCN(CC1)CCOC2=CC=C(C=C2)C(=O)C3=C(SC4=C3C=CC(=C4)O)C5=CC=C(C=C5)O. Drug 2: CCN(CC)CCNC(=O)C1=C(NC(=C1C)C=C2C3=C(C=CC(=C3)F)NC2=O)C. Cell line: SK-MEL-28. Synergy scores: CSS=-9.36, Synergy_ZIP=7.55, Synergy_Bliss=10.3, Synergy_Loewe=-2.64, Synergy_HSA=-0.700. (7) Drug 1: C1=CC(=CC=C1CC(C(=O)O)N)N(CCCl)CCCl.Cl. Drug 2: B(C(CC(C)C)NC(=O)C(CC1=CC=CC=C1)NC(=O)C2=NC=CN=C2)(O)O. Cell line: EKVX. Synergy scores: CSS=-1.61, Synergy_ZIP=-0.567, Synergy_Bliss=-2.61, Synergy_Loewe=-2.60, Synergy_HSA=-3.99. (8) Drug 1: CC1=C2C(C(=O)C3(C(CC4C(C3C(C(C2(C)C)(CC1OC(=O)C(C(C5=CC=CC=C5)NC(=O)OC(C)(C)C)O)O)OC(=O)C6=CC=CC=C6)(CO4)OC(=O)C)OC)C)OC. Drug 2: CC1C(C(=O)NC(C(=O)N2CCCC2C(=O)N(CC(=O)N(C(C(=O)O1)C(C)C)C)C)C(C)C)NC(=O)C3=C4C(=C(C=C3)C)OC5=C(C(=O)C(=C(C5=N4)C(=O)NC6C(OC(=O)C(N(C(=O)CN(C(=O)C7CCCN7C(=O)C(NC6=O)C(C)C)C)C)C(C)C)C)N)C. Cell line: SK-MEL-28. Synergy scores: CSS=35.1, Synergy_ZIP=5.91, Synergy_Bliss=7.80, Synergy_Loewe=0.383, Synergy_HSA=7.42.